From a dataset of Forward reaction prediction with 1.9M reactions from USPTO patents (1976-2016). Predict the product of the given reaction. (1) Given the reactants C(O[CH2:4][CH3:5])C.C[Li].C1(C2([C:19]3[C:31]4[CH2:30][C:29]5[C:24](=[CH:25][CH:26]=[C:27]([C:32]([CH3:35])([CH3:34])[CH3:33])[CH:28]=5)[C:23]=4[CH:22]=[CH:21][C:20]=3[C:36]([CH3:39])([CH3:38])[CH3:37])CCCCC2)C=CC=C1.[Cl-:40].[Cl-].[Cl-].[Cl-].[Zr+4:44], predict the reaction product. The product is: [Cl-:40].[Cl-:40].[C:19]1(=[Zr+2:44]([CH:5]2[CH:4]=[CH:29][CH:24]=[CH:25]2)[C:19]2[C:31]3[CH2:30][C:25]4[C:24](=[CH:29][CH:28]=[C:27]([C:32]([CH3:33])([CH3:34])[CH3:35])[CH:26]=4)[C:23]=3[CH:22]=[CH:21][C:20]=2[C:36]([CH3:38])([CH3:37])[CH3:39])[CH2:31][CH2:23][CH2:22][CH2:21][CH2:20]1. (2) The product is: [S:58]1[C:62]([C:33]2[C:34]3=[N:35][N:36]([C:39]4[CH:44]=[CH:43][N:42]=[CH:41][CH:40]=4)[N:37]=[C:38]3[C:30]([C:23]3[CH:24]=[CH:25][C:26]4[C:27]5[C:19](=[CH:18][C:17]([C:5]6[C:6]7[C:7](=[N:8][N:9]([C:11]8[CH:12]=[CH:13][N:14]=[CH:15][CH:16]=8)[N:10]=7)[C:2]([C:62]7[S:58][C:59]8[CH:69]=[CH:68][CH:67]=[CH:66][C:60]=8[CH:61]=7)=[CH:3][CH:4]=6)=[CH:29][CH:28]=5)[C:20]([CH2:52][CH2:53][CH2:54][CH2:55][CH2:56][CH3:57])([CH2:46][CH2:47][CH2:48][CH2:49][CH2:50][CH3:51])[C:21]=4[CH:22]=3)=[CH:31][CH:32]=2)=[CH:61][C:60]2[CH:66]=[CH:67][CH:68]=[CH:69][C:59]1=2. Given the reactants Br[C:2]1[C:7]2=[N:8][N:9]([C:11]3[CH:16]=[CH:15][N:14]=[CH:13][CH:12]=3)[N:10]=[C:6]2[C:5]([C:17]2[CH:29]=[CH:28][C:27]3[C:26]4[C:21](=[CH:22][C:23]([C:30]5[C:38]6[C:34](=[N:35][N:36]([C:39]7[CH:44]=[CH:43][N:42]=[CH:41][CH:40]=7)[N:37]=6)[C:33](Br)=[CH:32][CH:31]=5)=[CH:24][CH:25]=4)[C:20]([CH2:52][CH2:53][CH2:54][CH2:55][CH2:56][CH3:57])([CH2:46][CH2:47][CH2:48][CH2:49][CH2:50][CH3:51])[C:19]=3[CH:18]=2)=[CH:4][CH:3]=1.[S:58]1[C:62](B(O)O)=[CH:61][C:60]2[CH:66]=[CH:67][CH:68]=[CH:69][C:59]1=2.C(=O)([O-])[O-].[Na+].[Na+].[OH-].[Na+], predict the reaction product. (3) Given the reactants Cl.[NH2:2][C@H:3]([C:5]([NH:7][CH:8]([CH:13]1[CH2:15][CH2:14]1)[C:9](OC)=[O:10])=[O:6])[CH3:4], predict the reaction product. The product is: [CH:13]1([CH:8]2[NH:7][C:5](=[O:6])[CH:3]([CH3:4])[NH:2][C:9]2=[O:10])[CH2:15][CH2:14]1. (4) Given the reactants [Cl:1][C:2]1[CH:7]=[C:6]([F:8])[CH:5]=[C:4]([Cl:9])[C:3]=1O.[C:11]([O-:14])([O-])=O.[K+].[K+].O.[CH3:18]N(C=O)C, predict the reaction product. The product is: [Cl:1][C:2]1[CH:7]=[C:6]([F:8])[CH:5]=[C:4]([Cl:9])[C:3]=1[O:14][CH2:11][CH3:18]. (5) Given the reactants [I:1]I.[Br:3][C:4]1[CH:9]=[CH:8][C:7]([C:10]2[O:11][C:12]([CH3:18])=[C:13]([CH2:15][CH2:16]O)[N:14]=2)=[CH:6][CH:5]=1.C1(P(C2C=CC=CC=2)C2C=CC=CC=2)C=CC=CC=1.N1C=CC=CC=1, predict the reaction product. The product is: [Br:3][C:4]1[CH:9]=[CH:8][C:7]([C:10]2[O:11][C:12]([CH3:18])=[C:13]([CH2:15][CH2:16][I:1])[N:14]=2)=[CH:6][CH:5]=1. (6) The product is: [CH2:18]([C:11]1[CH:10]=[CH:9][S:13][C:12]=1[C:14]([OH:16])=[O:15])[CH3:19]. Given the reactants O.NN.[OH-].[K+].C([C:9]1[S:13][C:12]([C:14]([OH:16])=[O:15])=[CH:11][CH:10]=1)(=O)C.Cl.[CH2:18](O)[CH2:19]OCCO, predict the reaction product. (7) The product is: [CH3:26][S:27]([O:23][CH2:22][CH:12]1[N:11]2[C:15](=[CH:16][C:17](=[O:21])[C:18]([O:19][CH3:20])=[C:10]2[C:8](=[O:9])[NH:7][CH2:6][C:5]2[CH:24]=[CH:25][C:2]([F:1])=[CH:3][CH:4]=2)[CH2:14][CH2:13]1)(=[O:29])=[O:28]. Given the reactants [F:1][C:2]1[CH:25]=[CH:24][C:5]([CH2:6][NH:7][C:8]([C:10]2[N:11]3[C:15](=[CH:16][C:17](=[O:21])[C:18]=2[O:19][CH3:20])[CH2:14][CH2:13][CH:12]3[CH2:22][OH:23])=[O:9])=[CH:4][CH:3]=1.[CH3:26][S:27](Cl)(=[O:29])=[O:28].O, predict the reaction product. (8) Given the reactants [Cl:1][C:2]1[N:3]=[C:4](Cl)[C:5]2[N:11]=[CH:10][C:9]([Cl:12])=[CH:8][C:6]=2[N:7]=1.[C:14]1(B(O)O)[CH:19]=[CH:18][CH:17]=[CH:16][CH:15]=1.C(=O)([O-])[O-].[K+].[K+], predict the reaction product. The product is: [Cl:1][C:2]1[N:3]=[C:4]([C:14]2[CH:19]=[CH:18][CH:17]=[CH:16][CH:15]=2)[C:5]2[N:11]=[CH:10][C:9]([Cl:12])=[CH:8][C:6]=2[N:7]=1. (9) Given the reactants [NH2:1][C:2]([NH2:4])=[O:3].N[CH2:6][CH2:7][CH2:8][N:9]1[CH:13]=[CH:12][N:11]=[C:10]1[CH3:14], predict the reaction product. The product is: [CH3:14][C:10]1[N:9]([CH2:8][CH2:7][CH2:6][NH:1][C:2]([NH2:4])=[O:3])[CH2:13][CH2:12][N:11]=1. (10) Given the reactants [Br:1][C:2]1[CH:3]=[C:4]2[C:9](=[CH:10][CH:11]=1)[C:8](=[O:12])[NH:7][C:6](=[O:13])/[C:5]/2=[CH:14]/OC.[NH2:17][CH2:18][C:19]1[CH:20]=[CH:21][C:22]([O:26][CH2:27][CH2:28][O:29][CH3:30])=[C:23]([OH:25])[CH:24]=1.[CH2:31](N(CC)CC)C, predict the reaction product. The product is: [Br:1][C:2]1[CH:3]=[C:4]2[C:9](=[CH:10][CH:11]=1)[C:8](=[O:12])[NH:7][C:6](=[O:13])/[C:5]/2=[CH:14]\[NH:17][CH2:18][C:19]1[CH:20]=[CH:21][C:22]([O:26][CH2:27][CH2:28][O:29][CH2:30][CH3:31])=[C:23]([OH:25])[CH:24]=1.